This data is from Reaction yield outcomes from USPTO patents with 853,638 reactions. The task is: Predict the reaction yield, written as a fraction of the theoretical maximum amount of product (1.0 means a 100% yield; for example, 0.34 means a 34% yield). (1) The reactants are [OH:1][CH2:2][C:3]([F:9])([F:8])[S:4](Cl)(=[O:6])=[O:5].C(=O)([O-])O.[Na+].[OH:15][N:16]1[C:20](=[O:21])[CH2:19][CH2:18][C:17]1=[O:22].O. The catalyst is C(#N)C. The product is [F:8][C:3]([F:9])([S:4]([O:15][N:16]1[C:20](=[O:21])[CH2:19][CH2:18][C:17]1=[O:22])(=[O:6])=[O:5])[CH2:2][OH:1]. The yield is 0.520. (2) The reactants are CC1C=CC(S(O[C@H:12]([CH2:15][CH:16]([CH3:21])[CH2:17][CH2:18][CH:19]=[CH2:20])[CH2:13][CH3:14])(=O)=O)=CC=1.[CH2:22]([O:24][C:25](=[O:41])[CH2:26][N:27]=[C:28]([C:35]1[CH:40]=[CH:39][CH:38]=[CH:37][CH:36]=1)[C:29]1[CH:34]=[CH:33][CH:32]=[CH:31][CH:30]=1)[CH3:23].C[Si]([N-][Si](C)(C)C)(C)C.[Li+]. The catalyst is C1(C)C=CC=CC=1. The product is [C:29]1([C:28](=[N:27][CH:26]([C@H:12]([CH2:13][CH3:14])[CH2:15][CH:16]([CH3:21])[CH2:17][CH2:18][CH:19]=[CH2:20])[C:25]([O:24][CH2:22][CH3:23])=[O:41])[C:35]2[CH:40]=[CH:39][CH:38]=[CH:37][CH:36]=2)[CH:30]=[CH:31][CH:32]=[CH:33][CH:34]=1. The yield is 0.357. (3) The catalyst is C(Cl)Cl.CCOCC. The reactants are [Cl:1][C:2]1[CH:7]=[CH:6][C:5]([CH:8]([NH:20][C:21]2[CH:26]=[C:25]([CH3:27])[C:24](=[O:28])[N:23]([CH3:29])[CH:22]=2)[C:9]2[N:10]([CH:17]3[CH2:19][CH2:18]3)[CH:11]=[CH:12][C:13]=2[C:14](O)=[O:15])=[CH:4][CH:3]=1. The yield is 0.706. The product is [Cl:1][C:2]1[CH:7]=[CH:6][C:5]([CH:8]2[C:9]3[N:10]([CH:17]4[CH2:19][CH2:18]4)[CH:11]=[CH:12][C:13]=3[C:14](=[O:15])[N:20]2[C:21]2[CH:26]=[C:25]([CH3:27])[C:24](=[O:28])[N:23]([CH3:29])[CH:22]=2)=[CH:4][CH:3]=1. (4) The reactants are [H-].[Na+].[Cl:3][C:4]1[CH:9]=[C:8]([O:10][C:11]2[C:12]([C:16]3[CH:21]=[CH:20][CH:19]=[CH:18][N:17]=3)=[N:13][NH:14][CH:15]=2)[CH:7]=[CH:6][N:5]=1.[CH3:22][Si:23]([CH3:30])([CH3:29])[CH2:24][CH2:25][O:26][CH2:27]Cl. The catalyst is C1COCC1. The product is [Cl:3][C:4]1[CH:9]=[C:8]([O:10][C:11]2[C:12]([C:16]3[CH:21]=[CH:20][CH:19]=[CH:18][N:17]=3)=[N:13][N:14]([CH2:27][O:26][CH2:25][CH2:24][Si:23]([CH3:30])([CH3:29])[CH3:22])[CH:15]=2)[CH:7]=[CH:6][N:5]=1. The yield is 0.821. (5) The reactants are Cl[C:2]1[C:3]2[CH:10]=[C:9]([CH3:11])[NH:8][C:4]=2[N:5]=[CH:6][N:7]=1.[CH3:12][NH:13][CH:14]1[CH2:19][CH2:18][CH2:17][CH2:16][CH2:15]1. The catalyst is C(OCC)(=O)C. The product is [CH:14]1([N:13]([CH3:12])[C:2]2[C:3]3[CH:10]=[C:9]([CH3:11])[NH:8][C:4]=3[N:5]=[CH:6][N:7]=2)[CH2:19][CH2:18][CH2:17][CH2:16][CH2:15]1. The yield is 0.580. (6) The reactants are [Br:1][C:2]1[C:7]([O:8][CH3:9])=[CH:6][C:5]([C:10]2[O:14][N:13]=[C:12]([CH:15]([O:31]C(OCC)C)[CH:16]([C:19]3[CH:24]=[CH:23][C:22]([N:25]4[CH2:30][CH2:29][O:28][CH2:27][CH2:26]4)=[CH:21][CH:20]=3)[O:17][CH3:18])[N:11]=2)=[CH:4][C:3]=1[O:37][CH3:38].C1(C)C=CC(S([O-])(=O)=O)=CC=1.[NH+]1C=CC=CC=1. The catalyst is CO. The product is [Br:1][C:2]1[C:3]([O:37][CH3:38])=[CH:4][C:5]([C:10]2[O:14][N:13]=[C:12]([CH:15]([OH:31])[CH:16]([O:17][CH3:18])[C:19]3[CH:24]=[CH:23][C:22]([N:25]4[CH2:30][CH2:29][O:28][CH2:27][CH2:26]4)=[CH:21][CH:20]=3)[N:11]=2)=[CH:6][C:7]=1[O:8][CH3:9]. The yield is 0.790. (7) The reactants are [OH:1][C:2]1[CH:3]=[C:4]([C:8]#[CH:9])[CH:5]=[CH:6][CH:7]=1.FC(F)(F)S(O[C:16]1[CH:21]=[CH:20][CH:19]=[C:18]([O:22][CH3:23])[C:17]=1[Si](C)(C)C)(=O)=O.[F-].[Cs+]. The catalyst is C(#N)C. The product is [C:8]([C:4]1[CH:5]=[CH:6][CH:7]=[C:2]([O:1][C:16]2[CH:21]=[CH:20][CH:19]=[C:18]([O:22][CH3:23])[CH:17]=2)[CH:3]=1)#[CH:9]. The yield is 0.870. (8) The reactants are [C:1]([O:5][C:6]([NH:8][C:9]1[S:10][CH:11]=[C:12]([C:14]([OH:16])=O)[N:13]=1)=[O:7])([CH3:4])([CH3:3])[CH3:2].S(Cl)(Cl)=O.[CH3:21][NH:22][CH3:23].O1CCCC1. The catalyst is C1(C)C=CC=CC=1. The product is [C:1]([O:5][C:6](=[O:7])[NH:8][C:9]1[S:10][CH:11]=[C:12]([C:14](=[O:16])[N:22]([CH3:23])[CH3:21])[N:13]=1)([CH3:2])([CH3:3])[CH3:4]. The yield is 0.750. (9) The reactants are [O:1]=[C:2]1[C:11]2[C:6](=[CH:7][CH:8]=[CH:9][CH:10]=2)[C:5]([CH2:12][C:13]2[N:18]=[C:17]([C:19]([OH:21])=O)[CH:16]=[CH:15][CH:14]=2)=[N:4][NH:3]1.C(N(CC)CC)C.C(OC([N:36]1[CH2:41][CH2:40][NH:39][CH2:38][CH2:37]1)=O)(C)(C)C.F[P-](F)(F)(F)(F)F.N1(OC(N(C)C)=[N+](C)C)C2C=CC=CC=2N=N1. The catalyst is CN(C)C=O. The product is [N:36]1([C:19]([C:17]2[N:18]=[C:13]([CH2:12][C:5]3[C:6]4[C:11](=[CH:10][CH:9]=[CH:8][CH:7]=4)[C:2](=[O:1])[NH:3][N:4]=3)[CH:14]=[CH:15][CH:16]=2)=[O:21])[CH2:41][CH2:40][NH:39][CH2:38][CH2:37]1. The yield is 0.730. (10) The reactants are Cl[C:2]1[N:7]=[C:6]([CH3:8])[N:5]=[C:4]([N:9]2[CH2:14][CH2:13][N:12]([CH2:15][CH2:16][OH:17])[CH2:11][CH2:10]2)[CH:3]=1.[NH2:18][C:19]1[S:20][C:21]([C:24]([O:26][CH3:27])=[O:25])=[CH:22][N:23]=1.C(=O)([O-])[O-].[Cs+].[Cs+].C1C=CC(P(C2C(C3C(P(C4C=CC=CC=4)C4C=CC=CC=4)=CC=C4C=3C=CC=C4)=C3C(C=CC=C3)=CC=2)C2C=CC=CC=2)=CC=1.Cl. The catalyst is C([O-])(=O)C.[Pd+2].C([O-])(=O)C.C1(C)C=CC=CC=1. The product is [OH:17][CH2:16][CH2:15][N:12]1[CH2:13][CH2:14][N:9]([C:4]2[N:5]=[C:6]([CH3:8])[N:7]=[C:2]([NH:18][C:19]3[S:20][C:21]([C:24]([O:26][CH3:27])=[O:25])=[CH:22][N:23]=3)[CH:3]=2)[CH2:10][CH2:11]1. The yield is 0.752.